From a dataset of HIV replication inhibition screening data with 41,000+ compounds from the AIDS Antiviral Screen. Binary Classification. Given a drug SMILES string, predict its activity (active/inactive) in a high-throughput screening assay against a specified biological target. (1) The compound is ON(CCc1ccccn1)CCc1ccccn1. The result is 0 (inactive). (2) The compound is CC(C)(C)C1=CC(=C(P(=O)(O)O)P(=O)(O)O)C=C(C(C)(C)C)C1=O.[NaH]. The result is 0 (inactive). (3) The drug is CC1=CC(=O)C(=CN2C(=O)C(=Cc3cccnc3)NC2=S)C(=O)O1. The result is 0 (inactive). (4) The molecule is O=c1c2c3c(sc2nc2n1N=C(c1ccc([N+](=O)[O-])cc1)CS2)CCCC3. The result is 0 (inactive). (5) The drug is CC1(C)CNCC2(C)OCCCOC3(C)CNCC(C)(C)NC(=O)C(C)(CNCC(C)(C)NC3=O)OCCCOC(C)(CNCC(C)(C)NC2=O)C(=O)N1. The result is 0 (inactive). (6) The compound is OC(C#CC(O)(c1ccccc1)c1ccccc1)(c1ccccc1)c1ccccc1. The result is 0 (inactive). (7) The compound is CCC(=C(C#N)c1ccc(Cl)cc1)c1ccc(OCCN(CC)CC)cc1. The result is 0 (inactive). (8) The molecule is CC(=O)ON=Cc1ncccc1OC(C)=O. The result is 0 (inactive).